This data is from Forward reaction prediction with 1.9M reactions from USPTO patents (1976-2016). The task is: Predict the product of the given reaction. (1) Given the reactants [C:1]([O:5][C:6]([NH:8][C@H:9]([C:14](N(OC)C)=[O:15])[CH2:10][CH2:11][S:12][CH3:13])=[O:7])([CH3:4])([CH3:3])[CH3:2].C[Li].[CH3:22]CCCCC, predict the reaction product. The product is: [C:1]([O:5][C:6](=[O:7])[NH:8][C@@H:9]([CH2:10][CH2:11][S:12][CH3:13])[C:14](=[O:15])[CH3:22])([CH3:2])([CH3:3])[CH3:4]. (2) Given the reactants Br[CH2:2][C:3]1[C:26]([Cl:27])=[CH:25][C:6]2[C:7]([N:10]([C:18]([O:20][C:21]([CH3:24])([CH3:23])[CH3:22])=[O:19])[C:11](=[O:17])[O:12][C:13]([CH3:16])([CH3:15])[CH3:14])=[N:8][O:9][C:5]=2[CH:4]=1.[Cl:28][C:29]1[CH:30]=[C:31]([OH:40])[CH:32]=[CH:33][C:34]=1[O:35][C:36]([F:39])([F:38])[F:37].C(=O)([O-])[O-].[K+].[K+], predict the reaction product. The product is: [C:21]([O:20][C:18]([N:10]([C:7]1[C:6]2[CH:25]=[C:26]([Cl:27])[C:3]([CH2:2][O:40][C:31]3[CH:32]=[CH:33][C:34]([O:35][C:36]([F:37])([F:38])[F:39])=[C:29]([Cl:28])[CH:30]=3)=[CH:4][C:5]=2[O:9][N:8]=1)[C:11](=[O:17])[O:12][C:13]([CH3:16])([CH3:15])[CH3:14])=[O:19])([CH3:23])([CH3:22])[CH3:24]. (3) Given the reactants C(Cl)(=O)C(Cl)=O.CS(C)=O.[OH:11][CH2:12][CH:13]([O:28][CH2:29][O:30][CH3:31])[CH2:14][N:15]1[C:20](=[O:21])[CH:19]=[N:18][C:17]2[CH:22]=[CH:23][C:24]([O:26][CH3:27])=[N:25][C:16]1=2.C(N(CC)CC)C, predict the reaction product. The product is: [CH3:31][O:30][CH2:29][O:28][CH:13]([CH2:14][N:15]1[C:20](=[O:21])[CH:19]=[N:18][C:17]2[CH:22]=[CH:23][C:24]([O:26][CH3:27])=[N:25][C:16]1=2)[CH:12]=[O:11]. (4) Given the reactants C([O:4][C:5]1[CH:12]=[CH:11][C:8]([CH:9]=[CH2:10])=[CH:7][CH:6]=1)(=O)C.C[O-].[Na+], predict the reaction product. The product is: [OH:4][C:5]1[CH:12]=[CH:11][C:8]([CH:9]=[CH2:10])=[CH:7][CH:6]=1. (5) Given the reactants [F:1][C:2]([F:20])([C:6]1[CH:11]=[CH:10][CH:9]=[C:8]([CH2:12][N:13]2[CH2:18][CH2:17][N:16]([CH3:19])[CH2:15][CH2:14]2)[CH:7]=1)[C:3]([OH:5])=O.P(Cl)(Cl)(Cl)=O.Cl.[NH2:27][CH2:28][C:29]1[CH:30]=[C:31]2[C:35](=[CH:36][CH:37]=1)[C:34](=[O:38])[N:33]([CH:39]1[CH2:44][CH2:43][C:42](=[O:45])[NH:41][C:40]1=[O:46])[CH2:32]2.C(=O)(O)[O-].[Na+], predict the reaction product. The product is: [O:46]=[C:40]1[CH:39]([N:33]2[CH2:32][C:31]3[C:35](=[CH:36][CH:37]=[C:29]([CH2:28][NH:27][C:3](=[O:5])[C:2]([F:1])([F:20])[C:6]4[CH:11]=[CH:10][CH:9]=[C:8]([CH2:12][N:13]5[CH2:18][CH2:17][N:16]([CH3:19])[CH2:15][CH2:14]5)[CH:7]=4)[CH:30]=3)[C:34]2=[O:38])[CH2:44][CH2:43][C:42](=[O:45])[NH:41]1. (6) Given the reactants [NH:1]1[CH:5]=[CH:4][CH:3]=[C:2]1[C:6]([O:8]N1C(=O)CCC1=O)=O.[CH3:16][O:17][C:18]1[CH:28]=[C:27]([O:29][CH3:30])[CH:26]=[CH:25][C:19]=1[CH2:20][NH:21][CH2:22][C:23]#[CH:24].C([O-])(O)=O.[Na+], predict the reaction product. The product is: [CH3:16][O:17][C:18]1[CH:28]=[C:27]([O:29][CH3:30])[CH:26]=[CH:25][C:19]=1[CH2:20][N:21]([CH2:22][C:23]#[CH:24])[C:6]([C:2]1[NH:1][CH:5]=[CH:4][CH:3]=1)=[O:8]. (7) Given the reactants [CH3:1][C:2]([CH3:10])([C:7](=[O:9])[CH3:8])[C:3]([O:5][CH3:6])=[O:4].CO[CH:13](OC)[N:14]([CH3:16])[CH3:15], predict the reaction product. The product is: [CH3:13][N:14]([CH3:16])/[CH:15]=[CH:8]/[C:7](=[O:9])[C:2]([CH3:10])([CH3:1])[C:3]([O:5][CH3:6])=[O:4]. (8) Given the reactants [F:1][C:2]1[CH:3]=[C:4]([C:14]2[N:23]=[C:22]([NH:24][C:25]3[CH:26]=[C:27]4[C:31](=[CH:32][CH:33]=3)[N:30]([C:34]([O:36][C:37]([CH3:40])([CH3:39])[CH3:38])=[O:35])[N:29]=[CH:28]4)[C:21]3[C:16](=[CH:17][C:18]([O:42][CH3:43])=[C:19]([OH:41])[CH:20]=3)[N:15]=2)[CH:5]=[CH:6][C:7]=1[C:8]1[CH:13]=[CH:12][CH:11]=[CH:10][CH:9]=1.Br[CH2:45][CH2:46][Cl:47].C([O-])([O-])=O.[K+].[K+].O, predict the reaction product. The product is: [Cl:47][CH2:46][CH2:45][O:41][C:19]1[CH:20]=[C:21]2[C:16](=[CH:17][C:18]=1[O:42][CH3:43])[N:15]=[C:14]([C:4]1[CH:5]=[CH:6][C:7]([C:8]3[CH:9]=[CH:10][CH:11]=[CH:12][CH:13]=3)=[C:2]([F:1])[CH:3]=1)[N:23]=[C:22]2[NH:24][C:25]1[CH:26]=[C:27]2[C:31](=[CH:32][CH:33]=1)[N:30]([C:34]([O:36][C:37]([CH3:38])([CH3:39])[CH3:40])=[O:35])[N:29]=[CH:28]2. (9) Given the reactants [NH:1]1[C:9]2[C:4](=[CH:5][CH:6]=[CH:7][CH:8]=2)[C:3](/[CH:10]=[CH:11]/[C:12]2[CH:20]=[CH:19][C:15]([C:16]([OH:18])=O)=[CH:14][CH:13]=2)=[N:2]1.[NH:21]1[CH2:25][CH2:24][C@@H:23]([NH:26]C(=O)OC(C)(C)C)[CH2:22]1.O.ON1C2C=CC=CC=2N=N1.Cl.C(N=C=NCCCN(C)C)C.CN1CCOCC1.Cl, predict the reaction product. The product is: [NH:1]1[C:9]2[C:4](=[CH:5][CH:6]=[CH:7][CH:8]=2)[C:3](/[CH:10]=[CH:11]/[C:12]2[CH:13]=[CH:14][C:15]([C:16]([N:21]3[CH2:25][CH2:24][C@@H:23]([NH2:26])[CH2:22]3)=[O:18])=[CH:19][CH:20]=2)=[N:2]1.